The task is: Predict which catalyst facilitates the given reaction.. This data is from Catalyst prediction with 721,799 reactions and 888 catalyst types from USPTO. Reactant: [Cl:1][C:2]1[N:7]=[C:6]2[CH:8]=[C:9]([C:11](O)=O)[NH:10][C:5]2=[CH:4][CH:3]=1.[C:14]([O-:17])([O-])=O.[Cs+].[Cs+].Br[CH2:21][C:22]1[CH:27]=[CH:26][CH:25]=[C:24]([F:28])[CH:23]=1.[OH2:29]. The catalyst class is: 3. Product: [Cl:1][C:2]1[N:7]=[C:6]2[CH:8]=[C:9]([C:11]([O:17][CH2:14][C:22]3[CH:27]=[CH:26][CH:25]=[C:24]([F:28])[CH:23]=3)=[O:29])[N:10]([CH2:21][C:22]3[CH:27]=[CH:26][CH:25]=[C:24]([F:28])[CH:23]=3)[C:5]2=[CH:4][CH:3]=1.